From a dataset of Reaction yield outcomes from USPTO patents with 853,638 reactions. Predict the reaction yield, written as a fraction of the theoretical maximum amount of product (1.0 means a 100% yield; for example, 0.34 means a 34% yield). (1) The reactants are Cl.[CH3:2][O:3][C:4](=[O:22])[C@H:5]([CH2:7][C:8]1[CH:13]=[CH:12][C:11]([C:14]2[C:15](=[O:21])[N:16]([CH3:20])[CH:17]=[CH:18][CH:19]=2)=[CH:10][CH:9]=1)[NH2:6].[Br:23][C:24]1[CH:32]=[CH:31][C:30]([O:33][CH3:34])=[CH:29][C:25]=1[C:26](O)=[O:27].CCN(C(C)C)C(C)C.CN(C(ON1N=NC2C=CC=CC1=2)=[N+](C)C)C.F[P-](F)(F)(F)(F)F. The catalyst is CN(C=O)C. The product is [CH3:2][O:3][C:4](=[O:22])[C@H:5]([CH2:7][C:8]1[CH:9]=[CH:10][C:11]([C:14]2[C:15](=[O:21])[N:16]([CH3:20])[CH:17]=[CH:18][CH:19]=2)=[CH:12][CH:13]=1)[NH:6][C:26]([C:25]1[CH:29]=[C:30]([O:33][CH3:34])[CH:31]=[CH:32][C:24]=1[Br:23])=[O:27]. The yield is 0.680. (2) The product is [C:9]([C:8]1[CH:11]=[CH:12][C:5]([N:4]([CH2:17][C:18]([F:19])([F:20])[F:21])[CH2:3][CH2:2][NH:1][C:22](=[O:29])[C:23]2[CH:28]=[CH:27][CH:26]=[CH:25][CH:24]=2)=[CH:6][C:7]=1[C:13]([F:15])([F:16])[F:14])#[N:10]. The reactants are [NH2:1][CH2:2][CH2:3][N:4]([CH2:17][C:18]([F:21])([F:20])[F:19])[C:5]1[CH:12]=[CH:11][C:8]([C:9]#[N:10])=[C:7]([C:13]([F:16])([F:15])[F:14])[CH:6]=1.[C:22](Cl)(=[O:29])[C:23]1[CH:28]=[CH:27][CH:26]=[CH:25][CH:24]=1. The yield is 0.660. The catalyst is C(Cl)Cl. (3) The reactants are [F:1][C:2]1[CH:11]=[C:10]2[C:5]([CH:6]=[C:7]([C@@H:18]([NH2:20])[CH3:19])[C:8]([C:12]3[CH:17]=[CH:16][CH:15]=[CH:14][N:13]=3)=[N:9]2)=[CH:4][CH:3]=1.Cl[C:22]1[C:27]([C:28]#[N:29])=[C:26](Cl)[N:25]=[CH:24][N:23]=1.C([N:34](CC)C(C)C)(C)C.N. The catalyst is C1COCC1.O1CCOCC1. The product is [NH2:34][C:22]1[C:27]([C:28]#[N:29])=[C:26]([NH:20][C@H:18]([C:7]2[C:8]([C:12]3[CH:17]=[CH:16][CH:15]=[CH:14][N:13]=3)=[N:9][C:10]3[C:5]([CH:6]=2)=[CH:4][CH:3]=[C:2]([F:1])[CH:11]=3)[CH3:19])[N:25]=[CH:24][N:23]=1. The yield is 0.150. (4) The reactants are C(NC(C)C)(C)C.C([Li])CCC.[CH2:13]([SnH:17]([CH2:22][CH2:23][CH2:24][CH3:25])[CH2:18][CH2:19][CH2:20][CH3:21])[CH2:14][CH2:15][CH3:16].[CH2:26]=[O:27]. The catalyst is CCCCCC.O.O1CCCC1. The product is [CH2:22]([Sn:17]([CH2:26][OH:27])([CH2:13][CH2:14][CH2:15][CH3:16])[CH2:18][CH2:19][CH2:20][CH3:21])[CH2:23][CH2:24][CH3:25]. The yield is 0.430. (5) The reactants are Cl[C:2]1[CH:11]=[CH:10][N:9]=[C:8]2[C:3]=1[C:4]1[CH:16]=[CH:15][CH:14]=[CH:13][C:5]=1[C:6](=[O:12])[NH:7]2.[Cl:17][C:18]1[CH:19]=[CH:20][C:21]([CH3:25])=[C:22]([CH:24]=1)[NH2:23]. No catalyst specified. The product is [Cl:17][C:18]1[CH:19]=[CH:20][C:21]([CH3:25])=[C:22]([NH:23][C:2]2[CH:11]=[CH:10][N:9]=[C:8]3[C:3]=2[C:4]2[CH:16]=[CH:15][CH:14]=[CH:13][C:5]=2[C:6](=[O:12])[NH:7]3)[CH:24]=1. The yield is 0.780. (6) The yield is 0.800. The reactants are [Cl:1][C:2]1[CH:7]=[CH:6][CH:5]=[CH:4][C:3]=1[SH:8].Br[CH2:10][CH:11]([O:15][CH2:16][CH3:17])[O:12][CH2:13][CH3:14].C(=O)([O-])[O-].[K+].[K+]. The catalyst is CC(C)=O. The product is [Cl:1][C:2]1[CH:7]=[CH:6][CH:5]=[CH:4][C:3]=1[S:8][CH2:10][CH:11]([O:15][CH2:16][CH3:17])[O:12][CH2:13][CH3:14]. (7) The catalyst is O.CO.C(Cl)Cl.O1CCOCC1. The reactants are [C:1]1([CH3:10])[CH:6]=[CH:5][C:4]([C:7](Cl)=[O:8])=[CH:3][CH:2]=1.[CH3:11][O:12][C:13]1[CH:30]=[CH:29][C:16]([C:17]([NH:19][C@H:20]([C:23]2[CH:28]=[CH:27][CH:26]=[CH:25][CH:24]=2)[CH2:21][NH2:22])=[O:18])=[CH:15][CH:14]=1.C(=O)([O-])[O-].[K+].[K+].[OH-].[NH4+]. The product is [CH3:11][O:12][C:13]1[CH:30]=[CH:29][C:16]([C:17]([NH:19][C@H:20]([C:23]2[CH:24]=[CH:25][CH:26]=[CH:27][CH:28]=2)[CH2:21][NH:22][C:7](=[O:8])[C:4]2[CH:5]=[CH:6][C:1]([CH3:10])=[CH:2][CH:3]=2)=[O:18])=[CH:15][CH:14]=1. The yield is 0.720.